This data is from Reaction yield outcomes from USPTO patents with 853,638 reactions. The task is: Predict the reaction yield, written as a fraction of the theoretical maximum amount of product (1.0 means a 100% yield; for example, 0.34 means a 34% yield). (1) The reactants are Br[C:2]1[CH:7]=[CH:6][C:5]([N:8]2[CH:12]=[C:11]([C:13]([OH:16])([CH3:15])[CH3:14])[N:10]=[C:9]2[C:17]([C:20]2[CH:25]=[CH:24][CH:23]=[CH:22][C:21]=2[F:26])([CH3:19])[CH3:18])=[CH:4][CH:3]=1.COCCOC.[F:33][C:34]1[CH:39]=[C:38](B2OC(C)(C)C(C)(C)O2)[CH:37]=[C:36]([S:49]([CH3:52])(=[O:51])=[O:50])[C:35]=1[CH2:53][OH:54].C(=O)([O-])[O-].[K+].[K+]. The catalyst is CCOC(C)=O.C1C=CC([PH+]([C]2[CH][CH][CH][CH]2)C2C=CC=CC=2)=CC=1.C1C=CC([PH+]([C]2[CH][CH][CH][CH]2)C2C=CC=CC=2)=CC=1.C(Cl)Cl.Cl[Pd]Cl.[Fe].O. The product is [F:33][C:34]1[CH:39]=[C:38]([C:2]2[CH:3]=[CH:4][C:5]([N:8]3[CH:12]=[C:11]([C:13]([OH:16])([CH3:15])[CH3:14])[N:10]=[C:9]3[C:17]([C:20]3[CH:25]=[CH:24][CH:23]=[CH:22][C:21]=3[F:26])([CH3:19])[CH3:18])=[CH:6][CH:7]=2)[CH:37]=[C:36]([S:49]([CH3:52])(=[O:51])=[O:50])[C:35]=1[CH2:53][OH:54]. The yield is 0.200. (2) The reactants are [CH2:1]([N:5]1[C:14](=[O:15])[C:13]([C:16]#N)=[C:12]2[C:7]([CH2:8][CH2:9][CH2:10][CH2:11]2)=[CH:6]1)[CH2:2][CH2:3][CH3:4].[OH-:18].[K+].Cl.[OH2:21]. The catalyst is C(O)C. The product is [CH2:1]([N:5]1[C:14](=[O:15])[C:13]([C:16]([OH:21])=[O:18])=[C:12]2[C:7]([CH2:8][CH2:9][CH2:10][CH2:11]2)=[CH:6]1)[CH2:2][CH2:3][CH3:4]. The yield is 0.700. (3) The reactants are [CH3:1][CH:2]([CH2:7][CH2:8][CH:9]=[CH2:10])[CH2:3][C@@H:4]([OH:6])[CH3:5].[CH3:11][C:12]1[CH:17]=[CH:16][C:15]([S:18](Cl)(=[O:20])=[O:19])=[CH:14][CH:13]=1. The catalyst is N1C=CC=CC=1.CN(C)C1C=CN=CC=1. The product is [CH3:11][C:12]1[CH:17]=[CH:16][C:15]([S:18]([O:6][C@H:4]([CH2:3][CH:2]([CH3:1])[CH2:7][CH2:8][CH:9]=[CH2:10])[CH3:5])(=[O:20])=[O:19])=[CH:14][CH:13]=1. The yield is 0.610. (4) The reactants are [C:1]1([CH2:7][O:8][C:9]2[CH:10]=[C:11]3[C:15](=[CH:16][CH:17]=2)[N:14]([S:18]([C:21]2[CH:26]=[CH:25][CH:24]=[CH:23][CH:22]=2)(=[O:20])=[O:19])[CH:13]=[CH:12]3)[CH:6]=[CH:5][CH:4]=[CH:3][CH:2]=1.[Li][CH2:28][CH2:29][CH2:30]C.C(I)CC. The catalyst is C1COCC1. The product is [C:1]1([CH2:7][O:8][C:9]2[CH:10]=[C:11]3[C:15](=[CH:16][CH:17]=2)[N:14]([S:18]([C:21]2[CH:26]=[CH:25][CH:24]=[CH:23][CH:22]=2)(=[O:20])=[O:19])[C:13]([CH2:28][CH2:29][CH3:30])=[CH:12]3)[CH:2]=[CH:3][CH:4]=[CH:5][CH:6]=1. The yield is 0.710. (5) The reactants are [H-].[H-].[H-].[H-].[Li+].[Al+3].[F:7][C:8]1[CH:23]=[CH:22][CH:21]=[CH:20][C:9]=1[CH2:10][O:11][C:12]1[CH:19]=[CH:18][C:15]([C:16]#[N:17])=[CH:14][CH:13]=1.O.[OH-].[Na+]. The catalyst is C1COCC1. The product is [F:7][C:8]1[CH:23]=[CH:22][CH:21]=[CH:20][C:9]=1[CH2:10][O:11][C:12]1[CH:19]=[CH:18][C:15]([CH2:16][NH2:17])=[CH:14][CH:13]=1. The yield is 0.640. (6) The reactants are [CH2:1]([O:3][C:4]([N:6]1[C:15]2[C:10](=[CH:11][C:12]([CH3:17])=[C:13]([CH3:16])[CH:14]=2)[NH:9][CH2:8][CH:7]1[CH2:18][CH3:19])=[O:5])[CH3:2].[F:20][C:21]([F:35])([F:34])[C:22]1[CH:23]=[C:24]([CH:27]=[C:28]([C:30]([F:33])([F:32])[F:31])[CH:29]=1)[CH2:25]Br.C(N(CC)CC)C.[I-].[K+]. The catalyst is C(#N)C. The product is [CH2:1]([O:3][C:4]([N:6]1[C:15]2[C:10](=[CH:11][C:12]([CH3:17])=[C:13]([CH3:16])[CH:14]=2)[N:9]([CH2:25][C:24]2[CH:27]=[C:28]([C:30]([F:32])([F:33])[F:31])[CH:29]=[C:22]([C:21]([F:20])([F:34])[F:35])[CH:23]=2)[CH2:8][CH:7]1[CH2:18][CH3:19])=[O:5])[CH3:2]. The yield is 0.0500.